From a dataset of Forward reaction prediction with 1.9M reactions from USPTO patents (1976-2016). Predict the product of the given reaction. (1) Given the reactants [C:1]([NH:4][C:5]1[CH:6]=[C:7]([NH:11][C:12]2[N:17]=[C:16]([NH:18][CH2:19][CH:20]3[CH2:25][CH2:24][CH2:23][NH:22][CH2:21]3)[C:15]([C:26]([NH2:28])=[O:27])=[CH:14][N:13]=2)[CH:8]=[CH:9][CH:10]=1)(=[O:3])[CH3:2].CCN(C(C)C)C(C)C.[C:38](OC(=O)C)(=[O:40])[CH3:39], predict the reaction product. The product is: [C:1]([NH:4][C:5]1[CH:6]=[C:7]([NH:11][C:12]2[N:17]=[C:16]([NH:18][CH2:19][CH:20]3[CH2:25][CH2:24][CH2:23][N:22]([C:38](=[O:40])[CH3:39])[CH2:21]3)[C:15]([C:26]([NH2:28])=[O:27])=[CH:14][N:13]=2)[CH:8]=[CH:9][CH:10]=1)(=[O:3])[CH3:2]. (2) Given the reactants [CH3:1][C:2]1[N:7]([CH2:8][C:9]2[S:10][C:11]([C:14]([F:17])([F:16])[F:15])=[CH:12][CH:13]=2)[C:6](=[O:18])[N:5]=[C:4](SC)[N:3]=1.Cl.[S:22]1[C:30]2[CH2:29][CH2:28][NH:27][CH2:26][C:25]=2[CH:24]=[C:23]1[C:31]([OH:33])=[O:32].N12CCCN=C1CCC[CH2:36][CH2:35]2, predict the reaction product. The product is: [CH3:1][C:2]1[N:7]([CH2:8][C:9]2[S:10][C:11]([C:14]([F:15])([F:16])[F:17])=[CH:12][CH:13]=2)[C:6](=[O:18])[N:5]=[C:4]([N:27]2[CH2:28][CH2:29][C:30]3[S:22][C:23]([C:31]([O:33][CH2:35][CH3:36])=[O:32])=[CH:24][C:25]=3[CH2:26]2)[N:3]=1. (3) Given the reactants [N:1]1([C:6]2[N:7]=[C:8]([NH:16][CH2:17][C:18]3[CH:23]=[CH:22][CH:21]=[C:20]([N+:24]([O-])=O)[CH:19]=3)[C:9]3[CH:14]=[C:13]([CH3:15])[S:12][C:10]=3[N:11]=2)[CH:5]=[CH:4][N:3]=[CH:2]1, predict the reaction product. The product is: [N:1]1([C:6]2[N:7]=[C:8]([NH:16][CH2:17][C:18]3[CH:23]=[CH:22][CH:21]=[C:20]([NH2:24])[CH:19]=3)[C:9]3[CH:14]=[C:13]([CH3:15])[S:12][C:10]=3[N:11]=2)[CH:5]=[CH:4][N:3]=[CH:2]1. (4) Given the reactants [NH2:1][C:2]1[C:7]([O:8]C)=[C:6]([Cl:10])[CH:5]=[C:4]([F:11])[C:3]=1[N:12]1[C:17](=[O:18])[CH:16]=[C:15]([C:19]([F:22])([F:21])[F:20])[N:14]([CH3:23])[C:13]1=[O:24].C(Cl)Cl, predict the reaction product. The product is: [NH2:1][C:2]1[C:7]([OH:8])=[C:6]([Cl:10])[CH:5]=[C:4]([F:11])[C:3]=1[N:12]1[C:17](=[O:18])[CH:16]=[C:15]([C:19]([F:22])([F:21])[F:20])[N:14]([CH3:23])[C:13]1=[O:24]. (5) Given the reactants [C:1]1([CH2:7][S:8](Cl)(=[O:10])=[O:9])[CH:6]=[CH:5][CH:4]=[CH:3][CH:2]=1.[NH3:12], predict the reaction product. The product is: [C:1]1([CH2:7][S:8]([NH2:12])(=[O:10])=[O:9])[CH:6]=[CH:5][CH:4]=[CH:3][CH:2]=1. (6) Given the reactants [CH3:1][O:2][C:3]1[C:11]2[S:10][C:9]([S:12]([NH:15][C:16]3[CH:17]=[C:18]([CH:22]=[CH:23][CH:24]=3)[C:19]([OH:21])=[O:20])(=[O:14])=[O:13])=[C:8]([CH3:25])[C:7]=2[CH:6]=[CH:5][CH:4]=1.[CH3:26]O, predict the reaction product. The product is: [CH3:1][O:2][C:3]1[C:11]2[S:10][C:9]([S:12]([NH:15][C:16]3[CH:17]=[C:18]([CH:22]=[CH:23][CH:24]=3)[C:19]([O:21][CH3:26])=[O:20])(=[O:13])=[O:14])=[C:8]([CH3:25])[C:7]=2[CH:6]=[CH:5][CH:4]=1. (7) Given the reactants [CH:1]12[N:8]([C:9]3[CH:14]=[C:13]([CH2:15][N:16]([CH3:18])[CH3:17])[N:12]=[C:11]([C:19]4[CH:24]=[CH:23][C:22]([NH:25][C:26]([NH:28][CH3:29])=[O:27])=[CH:21][CH:20]=4)[N:10]=3)[CH:5]([CH2:6][CH2:7]1)[CH2:4][O:3][CH2:2]2.[CH3:30]N=C=O, predict the reaction product. The product is: [CH:5]12[N:8]([C:9]3[CH:14]=[C:13]([CH2:15][N:16]([CH3:18])[CH3:17])[N:12]=[C:11]([C:19]4[CH:20]=[CH:21][C:22]([NH:25][C:26]([NH:28][CH2:29][CH3:30])=[O:27])=[CH:23][CH:24]=4)[N:10]=3)[CH:1]([CH2:7][CH2:6]1)[CH2:2][O:3][CH2:4]2. (8) Given the reactants [CH2:1]([O:3][C:4](=[O:62])[CH2:5][CH2:6][NH:7][C:8]([C@:10]12[CH2:48][CH2:47][C@@H:46]([C:49]([CH2:51][N:52]([CH3:61])[C:53](=[O:60])[CH2:54][CH2:55][C:56]([O:58][CH3:59])=[O:57])=[CH2:50])[C@@H:11]1[C@@H:12]1[C@@:25]([CH3:28])([CH2:26][CH2:27]2)[C@@:24]2([CH3:29])[C@@H:15]([C@:16]3([CH3:45])[C@@H:21]([CH2:22][CH2:23]2)[C:20]([CH3:31])([CH3:30])[C:19]([C:32]2[CH:44]=[CH:43][C:35]([C:36]([O:38]C(C)(C)C)=[O:37])=[CH:34][CH:33]=2)=[CH:18][CH2:17]3)[CH2:14][CH2:13]1)=[O:9])[CH3:2].C(O)(C(F)(F)F)=O, predict the reaction product. The product is: [CH2:1]([O:3][C:4](=[O:62])[CH2:5][CH2:6][NH:7][C:8]([C@:10]12[CH2:48][CH2:47][C@@H:46]([C:49]([CH2:51][N:52]([CH3:61])[C:53](=[O:60])[CH2:54][CH2:55][C:56]([O:58][CH3:59])=[O:57])=[CH2:50])[C@@H:11]1[C@@H:12]1[C@@:25]([CH3:28])([CH2:26][CH2:27]2)[C@@:24]2([CH3:29])[C@@H:15]([C@:16]3([CH3:45])[C@@H:21]([CH2:22][CH2:23]2)[C:20]([CH3:30])([CH3:31])[C:19]([C:32]2[CH:33]=[CH:34][C:35]([C:36]([OH:38])=[O:37])=[CH:43][CH:44]=2)=[CH:18][CH2:17]3)[CH2:14][CH2:13]1)=[O:9])[CH3:2].